This data is from Peptide-MHC class I binding affinity with 185,985 pairs from IEDB/IMGT. The task is: Regression. Given a peptide amino acid sequence and an MHC pseudo amino acid sequence, predict their binding affinity value. This is MHC class I binding data. (1) The peptide sequence is KMARLGKGY. The MHC is HLA-B40:01 with pseudo-sequence HLA-B40:01. The binding affinity (normalized) is 0.0847. (2) The peptide sequence is WMRGRGRAL. The MHC is HLA-B35:01 with pseudo-sequence HLA-B35:01. The binding affinity (normalized) is 0.0847.